From a dataset of NCI-60 drug combinations with 297,098 pairs across 59 cell lines. Regression. Given two drug SMILES strings and cell line genomic features, predict the synergy score measuring deviation from expected non-interaction effect. Drug 1: CCC1=CC2CC(C3=C(CN(C2)C1)C4=CC=CC=C4N3)(C5=C(C=C6C(=C5)C78CCN9C7C(C=CC9)(C(C(C8N6C)(C(=O)OC)O)OC(=O)C)CC)OC)C(=O)OC.C(C(C(=O)O)O)(C(=O)O)O. Drug 2: C1=CC(=CC=C1CC(C(=O)O)N)N(CCCl)CCCl.Cl. Cell line: HCT-15. Synergy scores: CSS=32.0, Synergy_ZIP=-4.33, Synergy_Bliss=3.61, Synergy_Loewe=2.01, Synergy_HSA=2.03.